Predict the product of the given reaction. From a dataset of Forward reaction prediction with 1.9M reactions from USPTO patents (1976-2016). (1) The product is: [Br:1][C:2]1[CH:7]=[CH:6][C:5]([N:8]=[S:9]([CH3:11])([NH:15][CH:12]([CH3:14])[CH3:13])=[O:10])=[CH:4][CH:3]=1. Given the reactants [Br:1][C:2]1[CH:7]=[CH:6][C:5]([NH:8][S:9]([CH3:11])=[O:10])=[CH:4][CH:3]=1.[CH:12]([NH2:15])([CH3:14])[CH3:13], predict the reaction product. (2) Given the reactants Cl.C([N:5]1[CH:10]([CH2:11][C:12]2[CH:17]=[CH:16][CH:15]=[CH:14][CH:13]=2)[C:9](=[O:18])[NH:8][C:7](=[CH:19][C:20]2[CH:25]=[CH:24][CH:23]=[CH:22][C:21]=2[Br:26])[C:6]1=[O:27])(=O)C, predict the reaction product. The product is: [CH2:11]([CH:10]1[NH:5][C:6](=[O:27])[C:7](=[CH:19][C:20]2[CH:25]=[CH:24][CH:23]=[CH:22][C:21]=2[Br:26])[NH:8][C:9]1=[O:18])[C:12]1[CH:17]=[CH:16][CH:15]=[CH:14][CH:13]=1. (3) The product is: [Br:1][C:2]1[C:3]([N:12]2[CH2:17][CH2:16][N:15]([CH2:18][C:19]3[N:20]=[C:21]([CH:24]([CH3:26])[CH3:25])[O:22][CH:23]=3)[CH2:14][CH2:13]2)=[C:4]2[N:9]=[C:41]([C:40]3[CH:39]=[CH:38][C:37]([CH2:36][N:33]4[CH2:34][CH2:35][O:30][CH2:31][CH2:32]4)=[CH:44][CH:43]=3)[NH:8][C:5]2=[N:6][CH:7]=1. Given the reactants [Br:1][C:2]1[C:3]([N:12]2[CH2:17][CH2:16][N:15]([CH2:18][C:19]3[N:20]=[C:21]([CH:24]([CH3:26])[CH3:25])[O:22][CH:23]=3)[CH2:14][CH2:13]2)=[C:4]([N+:9]([O-])=O)[C:5]([NH2:8])=[N:6][CH:7]=1.CCO.[O:30]1[CH2:35][CH2:34][N:33]([CH2:36][C:37]2[CH:44]=[CH:43][C:40]([CH:41]=O)=[CH:39][CH:38]=2)[CH2:32][CH2:31]1.[O-]S(S([O-])=O)=O.[Na+].[Na+], predict the reaction product. (4) The product is: [Cl:13][C:11]1[CH:10]=[C:9]([N:20]2[CH:24]=[CH:23][N:22]=[CH:21]2)[N:8]=[C:7]([CH2:6][CH2:5][C:4]2[CH:15]=[CH:16][CH:17]=[C:2]([Cl:1])[CH:3]=2)[N:12]=1. Given the reactants [Cl:1][C:2]1[CH:3]=[C:4]([CH:15]=[CH:16][CH:17]=1)[CH2:5][CH2:6][C:7]1[N:12]=[C:11]([Cl:13])[CH:10]=[C:9](Cl)[N:8]=1.C[Si](C)(C)[N:20]1[CH:24]=[CH:23][N:22]=[CH:21]1.[F-].[Cs+].CCCCCC, predict the reaction product. (5) Given the reactants [Si]([O:8][CH2:9][CH2:10][CH2:11][N:12]1[C:17](=[O:18])[C:16]2[C:19](C(C3C=CC(Cl)=CC=3)O)=[C:20](C3C=CC=CC=3C(C)C)[CH:21]=[N:22][C:15]=2[N:14]([CH3:41])[C:13]1=[O:42])(C(C)(C)C)(C)C.[C:43]([O-])([O-])=O.[Cs+].[Cs+].CN(C)CC(O)=O.[CH:56]([C:59]1[CH:64]=[CH:63][CH:62]=[CH:61][C:60]=1[OH:65])([CH3:58])[CH3:57].O1[CH2:71][CH2:70][O:69][CH2:68][CH2:67]1, predict the reaction product. The product is: [CH:56]([C:59]1[CH:64]=[CH:63][CH:62]=[CH:61][C:60]=1[O:65][C:20]1[CH:21]=[N:22][C:15]2[N:14]([CH3:41])[C:13](=[O:42])[N:12]([CH2:11][CH2:10][CH2:9][O:8][CH:70]3[CH2:71][CH2:43][CH2:67][CH2:68][O:69]3)[C:17](=[O:18])[C:16]=2[CH:19]=1)([CH3:58])[CH3:57].